From a dataset of Forward reaction prediction with 1.9M reactions from USPTO patents (1976-2016). Predict the product of the given reaction. Given the reactants [Cl:1][C:2]1[C:7]([CH3:8])=[C:6]([C:9](N(C)C2C=CC=CC=2)=[O:10])[CH:5]=[CH:4][N:3]=1.[OH:19]S(O)(=O)=O.C([O-])([O-])=O.[Na+].[Na+], predict the reaction product. The product is: [Cl:1][C:2]1[C:7]([CH3:8])=[C:6]([C:9]([OH:10])=[O:19])[CH:5]=[CH:4][N:3]=1.